From a dataset of Catalyst prediction with 721,799 reactions and 888 catalyst types from USPTO. Predict which catalyst facilitates the given reaction. (1) Reactant: [NH:1]1[C:5]2[CH:6]=[C:7]([CH2:10][C:11]([OH:13])=O)[CH:8]=[CH:9][C:4]=2[N:3]=[CH:2]1.[OH:14][C:15]1([C:21]2[CH:26]=[CH:25][CH:24]=[C:23]([C:27]([F:30])([F:29])[F:28])[CH:22]=2)[CH2:20][CH2:19][NH:18][CH2:17][CH2:16]1.F[P-](F)(F)(F)(F)F.N1(O[P+](N(C)C)(N(C)C)N(C)C)C2C=CC=CC=2N=N1.C(N(CC)CC)C. Product: [OH:14][C:15]1([C:21]2[CH:26]=[CH:25][CH:24]=[C:23]([C:27]([F:30])([F:28])[F:29])[CH:22]=2)[CH2:20][CH2:19][N:18]([C:11](=[O:13])[CH2:10][C:7]2[CH:8]=[CH:9][C:4]3[NH:3][CH:2]=[N:1][C:5]=3[CH:6]=2)[CH2:17][CH2:16]1. The catalyst class is: 255. (2) Reactant: [NH2:1][C:2]1[CH:14]=[CH:13][C:5]([CH2:6][P:7](=[O:12])([O:10][CH3:11])[O:8][CH3:9])=[CH:4][CH:3]=1.[F:15][C:16]1[CH:21]=[CH:20][C:19]([C:22]2[N:26]([CH3:27])[N:25]=[CH:24][C:23]=2/[CH:28]=[CH:29]/[C:30](O)=[O:31])=[CH:18][CH:17]=1.O.ON1C2C=CC=CC=2N=N1.Cl.C(N=C=NCCCN(C)C)C.Cl. Product: [CH3:11][O:10][P:7]([CH2:6][C:5]1[CH:13]=[CH:14][C:2]([NH:1][C:30](=[O:31])/[CH:29]=[CH:28]/[C:23]2[CH:24]=[N:25][N:26]([CH3:27])[C:22]=2[C:19]2[CH:20]=[CH:21][C:16]([F:15])=[CH:17][CH:18]=2)=[CH:3][CH:4]=1)([O:8][CH3:9])=[O:12]. The catalyst class is: 9. (3) Reactant: [NH:1]1[CH:5]=[CH:4][CH:3]=[N:2]1.C(=O)([O-])[O-].[Cs+].[Cs+].CC(N(C)C)=O.[Br:18][C:19]1[CH:20]=[N:21][C:22](Cl)=[N:23][CH:24]=1. Product: [Br:18][C:19]1[CH:20]=[N:21][C:22]([N:1]2[CH:5]=[CH:4][CH:3]=[N:2]2)=[N:23][CH:24]=1. The catalyst class is: 6. (4) Reactant: [CH3:1][C:2]1[CH:3]=[N:4][CH:5]=[CH:6][C:7]=1[C:8]1[O:9][C:10]2[CH:16]=[CH:15][C:14]([C:17]([F:20])([F:19])[F:18])=[CH:13][C:11]=2[N:12]=1.C(Cl)(Cl)Cl.ClC1C=CC=C(C(OO)=[O:33])C=1. Product: [CH3:1][C:2]1[CH:3]=[N+:4]([O-:33])[CH:5]=[CH:6][C:7]=1[C:8]1[O:9][C:10]2[CH:16]=[CH:15][C:14]([C:17]([F:20])([F:18])[F:19])=[CH:13][C:11]=2[N:12]=1. The catalyst class is: 13.